This data is from Full USPTO retrosynthesis dataset with 1.9M reactions from patents (1976-2016). The task is: Predict the reactants needed to synthesize the given product. (1) Given the product [Cl:1][C:2]1[C:11]2[C:6](=[CH:7][CH:8]=[C:9]([C:12]([OH:29])([C:23]3[N:27]([CH3:28])[CH:26]=[N:25][CH:24]=3)[C:13]3[CH:14]=[N:15][C:16]([C:19]([F:21])([F:22])[F:20])=[CH:17][CH:18]=3)[CH:10]=2)[N:5]=[C:4]([O:30][CH3:31])[C:3]=1[C:32]([NH:43][CH:42]1[CH2:40][CH2:41]1)=[O:34], predict the reactants needed to synthesize it. The reactants are: [Cl:1][C:2]1[C:11]2[C:6](=[CH:7][CH:8]=[C:9]([C:12]([OH:29])([C:23]3[N:27]([CH3:28])[CH:26]=[N:25][CH:24]=3)[C:13]3[CH:14]=[N:15][C:16]([C:19]([F:22])([F:21])[F:20])=[CH:17][CH:18]=3)[CH:10]=2)[N:5]=[C:4]([O:30][CH3:31])[C:3]=1[C:32]([OH:34])=O.CCN=C=N[CH2:40][CH2:41][CH2:42][N:43](C)C.C1C=CC2N(O)N=NC=2C=1.C1(N)CC1. (2) Given the product [O-:7][C:1]1[CH:6]=[CH:5][CH:4]=[CH:3][CH:2]=1.[Cs+:11].[O-:7][C:1]1[CH:6]=[CH:5][CH:4]=[CH:3][CH:2]=1.[Na+:9], predict the reactants needed to synthesize it. The reactants are: [C:1]1([OH:7])[CH:6]=[CH:5][CH:4]=[CH:3][CH:2]=1.[OH-].[Na+:9].[OH-].[Cs+:11]. (3) The reactants are: [N:1]1([CH2:10][C:11]2[N:15]3[CH2:16][CH2:17][O:18][C:19]4[CH:24]=[CH:23][C:22](Br)=[CH:21][C:20]=4[C:14]3=[N:13][C:12]=2[C:26]([NH2:28])=[O:27])[C:5]2=[N:6][CH:7]=[CH:8][CH:9]=[C:4]2[CH:3]=[N:2]1.BrC1C=CC2OCCN3C(CN4C=CN=C4C)=C(C(N)=O)N=C3C=2C=1.N1C2C(=CC=NC=2)C=N1.[CH3:63][C:64]([OH:68])([C:66]#[CH:67])[CH3:65]. Given the product [N:1]1([CH2:10][C:11]2[N:15]3[CH2:16][CH2:17][O:18][C:19]4[CH:24]=[CH:23][C:22]([C:67]#[C:66][C:64]([OH:68])([CH3:65])[CH3:63])=[CH:21][C:20]=4[C:14]3=[N:13][C:12]=2[C:26]([NH2:28])=[O:27])[C:5]2=[N:6][CH:7]=[CH:8][CH:9]=[C:4]2[CH:3]=[N:2]1, predict the reactants needed to synthesize it. (4) Given the product [F:1][C:2]([C:3]1[CH:4]=[C:5]([NH2:6])[N:17]([C:11]2[CH:16]=[CH:15][CH:14]=[CH:13][CH:12]=2)[N:18]=1)([F:9])[CH3:8], predict the reactants needed to synthesize it. The reactants are: [F:1][C:2]([F:9])([CH3:8])[C:3](=O)[CH2:4][C:5]#[N:6].Cl.[C:11]1([NH:17][NH2:18])[CH:16]=[CH:15][CH:14]=[CH:13][CH:12]=1. (5) Given the product [C:6]([CH:5]([N:13]1[C:12]2[CH:14]=[CH:15][C:16]([C:18]([OH:20])=[O:19])=[CH:17][C:11]=2[S:10][C:9]1=[N:8][C:6](=[O:7])[C:5]1[CH:4]=[CH:3][C:2]([CH3:1])=[CH:23][CH:22]=1)[CH2:4][CH3:3])([OH:7])=[O:24], predict the reactants needed to synthesize it. The reactants are: [CH3:1][C:2]1[CH:23]=[CH:22][C:5]([C:6]([NH:8][C:9]2[S:10][C:11]3[CH:17]=[C:16]([C:18]([O:20]C)=[O:19])[CH:15]=[CH:14][C:12]=3[N:13]=2)=[O:7])=[CH:4][CH:3]=1.[OH-:24].[Na+]. (6) Given the product [F:1][C:2]1[CH:3]=[CH:4][C:5]2[N:6]([C:8]([CH2:12][OH:13])=[N:9][C:10]=2[Sn:25]([CH2:27][CH2:28][CH2:29][CH3:30])([CH2:31][CH2:32][CH2:33][CH3:34])[CH2:21][CH2:22][CH2:23][CH3:24])[CH:7]=1, predict the reactants needed to synthesize it. The reactants are: [F:1][C:2]1[CH:3]=[CH:4][C:5]2[N:6]([C:8]([CH2:12][OH:13])=[N:9][C:10]=2I)[CH:7]=1.[H-].[Na+].C([Mg]Cl)(C)C.[CH2:21]([Sn:25]([CH2:31][CH2:32][CH2:33][CH3:34])([CH2:27][CH2:28][CH2:29][CH3:30])Cl)[CH2:22][CH2:23][CH3:24]. (7) Given the product [CH3:26][O:27][C:28](=[O:31])[CH2:29][NH:30][C:20]([C:18]1[CH:17]=[CH:16][C:13]2[N:14]([CH3:15])[C:10]([NH:9][C:7]3[S:8][C:4]4[CH:3]=[C:2]([Cl:1])[CH:24]=[CH:23][C:5]=4[N:6]=3)=[N:11][C:12]=2[CH:19]=1)=[O:21], predict the reactants needed to synthesize it. The reactants are: [Cl:1][C:2]1[CH:24]=[CH:23][C:5]2[N:6]=[C:7]([NH:9][C:10]3[N:14]([CH3:15])[C:13]4[CH:16]=[CH:17][C:18]([C:20](O)=[O:21])=[CH:19][C:12]=4[N:11]=3)[S:8][C:4]=2[CH:3]=1.Cl.[CH3:26][O:27][C:28](=[O:31])[CH2:29][NH2:30].CN(C(ON1N=NC2C=CC=CC1=2)=[N+](C)C)C.F[P-](F)(F)(F)(F)F.CCN(C(C)C)C(C)C. (8) Given the product [ClH:52].[ClH:52].[CH3:7][NH:6][CH2:10][C:11]([NH:13][C:14]1[CH:19]=[CH:18][C:17]([CH3:20])=[C:16]([CH:21]2[CH2:22][CH2:23][N:24]([CH2:27][C:28]3[CH:29]=[CH:30][C:31]([O:34][C:35]4[CH:40]=[C:39]([F:41])[C:38]([F:42])=[CH:37][C:36]=4[F:43])=[CH:32][CH:33]=3)[CH2:25][CH2:26]2)[CH:15]=1)=[O:12], predict the reactants needed to synthesize it. The reactants are: C(O[N:6]([CH2:10][C:11]([NH:13][C:14]1[CH:19]=[CH:18][C:17]([CH3:20])=[C:16]([CH:21]2[CH2:26][CH2:25][N:24]([CH2:27][C:28]3[CH:33]=[CH:32][C:31]([O:34][C:35]4[CH:40]=[C:39]([F:41])[C:38]([F:42])=[CH:37][C:36]=4[F:43])=[CH:30][CH:29]=3)[CH2:23][CH2:22]2)[CH:15]=1)=[O:12])[C:7](C)=O)(C)(C)C.FC(F)(F)C(O)=O.C(Cl)[Cl:52].